This data is from Reaction yield outcomes from USPTO patents with 853,638 reactions. The task is: Predict the reaction yield, written as a fraction of the theoretical maximum amount of product (1.0 means a 100% yield; for example, 0.34 means a 34% yield). (1) The product is [Cl:23][C:10]1[CH:9]=[C:8]2[C:13]([C:5]([C:3]([OH:26])=[O:4])=[CH:6][NH:7]2)=[CH:12][C:11]=1[C:14]1[CH:15]=[CH:16][C:17]([O:20][CH2:21][CH3:22])=[CH:18][CH:19]=1. The yield is 0.700. The catalyst is COCCOC. The reactants are ClC(Cl)(Cl)[C:3]([C:5]1[C:13]2[C:8](=[CH:9][C:10]([Cl:23])=[C:11]([C:14]3[CH:19]=[CH:18][C:17]([O:20][CH2:21][CH3:22])=[CH:16][CH:15]=3)[CH:12]=2)[NH:7][CH:6]=1)=[O:4].[OH-:26].[K+]. (2) The reactants are Cl.[CH2:2]([C:9]1[CH:14]=[CH:13][C:12]([N:15]2[CH2:20][CH2:19][NH:18][CH2:17][CH2:16]2)=[CH:11][CH:10]=1)[C:3]1[CH:8]=[CH:7][CH:6]=[CH:5][CH:4]=1.[CH3:21][O:22][C:23](=[O:27])[CH2:24][CH2:25]Br.[OH-].[Na+:29]. No catalyst specified. The product is [CH3:21][O:22][C:23](=[O:27])[CH2:24][CH2:25][N:18]1[CH2:19][CH2:20][N:15]([C:12]2[CH:13]=[CH:14][C:9]([CH2:2][C:3]3[CH:8]=[CH:7][CH:6]=[CH:5][CH:4]=3)=[CH:10][CH:11]=2)[CH2:16][CH2:17]1.[Na+:29].[CH2:2]([C:9]1[CH:14]=[CH:13][C:12]([N:15]2[CH2:20][CH2:19][N:18]([CH2:25][CH2:24][C:23]([O-:27])=[O:22])[CH2:17][CH2:16]2)=[CH:11][CH:10]=1)[C:3]1[CH:8]=[CH:7][CH:6]=[CH:5][CH:4]=1. The yield is 0.426. (3) The reactants are [CH3:1][O:2][C:3]1[C:7]2[C:8](=[O:25])[N:9]([CH2:16][C:17](=[O:24])[C:18]3[CH:23]=[CH:22][CH:21]=[CH:20][CH:19]=3)[C:10]3[CH:11]=[CH:12][CH:13]=[CH:14][C:15]=3[C:6]=2[N:5]([CH3:26])[C:4]=1[C:27]([NH:29][CH:30]1[CH2:35][CH2:34][N:33](C(OC(C)(C)C)=O)[CH2:32][CH2:31]1)=[O:28].FC(F)(F)C(O)=O. No catalyst specified. The product is [CH3:1][O:2][C:3]1[C:7]2[C:8](=[O:25])[N:9]([CH2:16][C:17](=[O:24])[C:18]3[CH:23]=[CH:22][CH:21]=[CH:20][CH:19]=3)[C:10]3[CH:11]=[CH:12][CH:13]=[CH:14][C:15]=3[C:6]=2[N:5]([CH3:26])[C:4]=1[C:27]([NH:29][CH:30]1[CH2:31][CH2:32][NH:33][CH2:34][CH2:35]1)=[O:28]. The yield is 0.850. (4) The reactants are [Cl:1][C:2]1[CH:3]=[C:4]([C:8]2[CH:9]=[CH:10][CH:11]=[C:12]([CH:19]=2)C(N(OC)C)=O)[CH:5]=[CH:6][CH:7]=1.C[Li].[Cl-].[NH4+:23].C([O:27][CH2:28][CH3:29])(=O)C. The catalyst is C1COCC1.CCOCC. The product is [NH2:23][C:11]1[CH:10]=[CH:9][C:8]([C:4]2[CH:5]=[CH:6][CH:7]=[C:2]([Cl:1])[CH:3]=2)=[CH:19][C:12]=1[C:28](=[O:27])[CH3:29]. The yield is 0.470. (5) The reactants are [OH:1][C:2]1[CH:7]=[CH:6][C:5]([CH:8]([C:13]2[CH:18]=[CH:17][CH:16]=[CH:15][CH:14]=2)[C:9]([O:11][CH3:12])=[O:10])=[CH:4][CH:3]=1.Cl.Cl[CH2:21][CH2:22][N:23]1[CH2:28][CH2:27][O:26][CH2:25][CH2:24]1.C(=O)([O-])[O-].[K+].[K+].CC(C)=O. The catalyst is CN(C=O)C. The product is [O:26]1[CH2:27][CH2:28][N:23]([CH2:22][CH2:21][O:1][C:2]2[CH:3]=[CH:4][C:5]([CH:8]([C:13]3[CH:14]=[CH:15][CH:16]=[CH:17][CH:18]=3)[C:9]([O:11][CH3:12])=[O:10])=[CH:6][CH:7]=2)[CH2:24][CH2:25]1. The yield is 0.420.